The task is: Predict which catalyst facilitates the given reaction.. This data is from Catalyst prediction with 721,799 reactions and 888 catalyst types from USPTO. (1) Reactant: [Br:1][C:2]1[S:6][C:5]([C@@:7]2([CH2:15][C:16]([OH:18])=[O:17])[CH2:12][CH2:11][CH2:10][CH2:9][S:8]2(=[O:14])=[O:13])=[CH:4][CH:3]=1.[C:19](OC(O[C:19]([CH3:22])([CH3:21])[CH3:20])N(C)C)([CH3:22])([CH3:21])[CH3:20]. Product: [Br:1][C:2]1[S:6][C:5]([C@@:7]2([CH2:15][C:16]([O:18][C:19]([CH3:22])([CH3:21])[CH3:20])=[O:17])[CH2:12][CH2:11][CH2:10][CH2:9][S:8]2(=[O:14])=[O:13])=[CH:4][CH:3]=1. The catalyst class is: 7. (2) Reactant: [Cl:1][C:2]1[CH:7]=[C:6]([O:8][CH3:9])[N:5]=[C:4]([S:10][CH3:11])[N:3]=1.C1C(=O)N([I:19])C(=O)C1. Product: [Cl:1][C:2]1[C:7]([I:19])=[C:6]([O:8][CH3:9])[N:5]=[C:4]([S:10][CH3:11])[N:3]=1. The catalyst class is: 23. (3) Reactant: [CH2:1]([N:13]1[C:21]2[CH:20]=[CH:19][CH:18]=[CH:17][C:16]=2[C:15]2[N:22]=[C:23]([S:33][CH2:34][C:35]([O:37]C(C)(C)C)=[O:36])[N:24]([C:27]3[CH:32]=[CH:31][CH:30]=[CH:29][CH:28]=3)[C:25](=[O:26])[C:14]1=2)[CH2:2][CH2:3][CH2:4][CH2:5][CH2:6][CH2:7][CH2:8][CH2:9][CH2:10][CH2:11][CH3:12].FC(F)(F)C(O)=O. Product: [CH2:1]([N:13]1[C:21]2[CH:20]=[CH:19][CH:18]=[CH:17][C:16]=2[C:15]2[N:22]=[C:23]([S:33][CH2:34][C:35]([OH:37])=[O:36])[N:24]([C:27]3[CH:32]=[CH:31][CH:30]=[CH:29][CH:28]=3)[C:25](=[O:26])[C:14]1=2)[CH2:2][CH2:3][CH2:4][CH2:5][CH2:6][CH2:7][CH2:8][CH2:9][CH2:10][CH2:11][CH3:12]. The catalyst class is: 10. (4) Reactant: C([O-])([O-])=O.[Cs+].[Cs+].[Cl:7][C:8]1[N:9]=[CH:10][C:11]2[C:16]([CH:17]=1)=[CH:15][C:14]([C:18]1[CH:19]=[N:20][NH:21][CH:22]=1)=[CH:13][CH:12]=2.[CH:23]12[O:28][CH:27]1[CH2:26][O:25][CH2:24]2. Product: [Cl:7][C:8]1[N:9]=[CH:10][C:11]2[C:16]([CH:17]=1)=[CH:15][C:14]([C:18]1[CH:22]=[N:21][N:20]([CH:27]3[CH2:26][O:25][CH2:24][CH:23]3[OH:28])[CH:19]=1)=[CH:13][CH:12]=2. The catalyst class is: 3. (5) Reactant: C([O:9][C:10]1[C:15](=[O:16])[N:14]([CH3:17])[C:13]([CH:18]2[CH2:23][CH2:22][CH2:21][CH2:20][NH:19]2)=[N:12][C:11]=1[C:24]([O:26]C)=O)(=O)C1C=CC=CC=1.[CH2:28](OC(N1CCCCC1C(O)=O)=O)C1C=CC=CC=1.C(N(CC)CC)C.CI.[F:56][C:57]1[CH:64]=[CH:63][C:60]([CH2:61][NH2:62])=[CH:59][CH:58]=1. Product: [F:56][C:57]1[CH:64]=[CH:63][C:60]([CH2:61][NH:62][C:24]([C:11]2[N:12]=[C:13]([CH:18]3[CH2:23][CH2:22][CH2:21][CH2:20][N:19]3[CH3:28])[N:14]([CH3:17])[C:15](=[O:16])[C:10]=2[OH:9])=[O:26])=[CH:59][CH:58]=1. The catalyst class is: 47.